The task is: Predict the product of the given reaction.. This data is from Forward reaction prediction with 1.9M reactions from USPTO patents (1976-2016). The product is: [Cl:7][C:8]1[CH:9]=[C:10]([C:11]2[N:13]=[C:19]([OH:20])[CH:18]=[C:17]([OH:24])[N:12]=2)[CH:14]=[CH:15][CH:16]=1. Given the reactants C[O-].[Na+].CO.Cl.[Cl:7][C:8]1[CH:9]=[C:10]([CH:14]=[CH:15][CH:16]=1)[C:11]([NH2:13])=[NH:12].[C:17](OCC)(=[O:24])[CH2:18][C:19](OCC)=[O:20], predict the reaction product.